Task: Binary Classification. Given a miRNA mature sequence and a target amino acid sequence, predict their likelihood of interaction.. Dataset: Experimentally validated miRNA-target interactions with 360,000+ pairs, plus equal number of negative samples The miRNA is mmu-miR-128-3p with sequence UCACAGUGAACCGGUCUCUUU. The protein sequence of the target gene is MSYTTYFLAFQLCVTLCFSGSYCQAPFFKEITILKDYFNASTSDVPNGGPLFLEILKNWKEESDKKIIQSQIVSFYFKFFEIFKDNQAIQRSMDVIKQDMFQRFLNGSSGKLNDFEKLIKIPVDNLQIQRKAISELIKVMNDLSPRSNLRKRKRSQTMFQGQRASK. Result: 0 (no interaction).